Dataset: Full USPTO retrosynthesis dataset with 1.9M reactions from patents (1976-2016). Task: Predict the reactants needed to synthesize the given product. (1) Given the product [Cl:1][C:2]1[CH:3]=[C:4]([C:9]23[CH2:14][CH:13]2[CH2:12][NH:11][C:10]3=[O:16])[CH:5]=[CH:6][C:7]=1[Cl:8], predict the reactants needed to synthesize it. The reactants are: [Cl:1][C:2]1[CH:3]=[C:4]([C:9]23[CH2:14][CH:13]2[C:12](=O)[NH:11][C:10]3=[O:16])[CH:5]=[CH:6][C:7]=1[Cl:8].COCCO[AlH2-]OCCOC.[Na+]. (2) Given the product [F:26][C:23]1[CH:24]=[CH:25][C:12]2[N:11]=[C:10]([C@@H:8]([NH2:7])[CH3:9])[N:14]([C:15]3[CH:20]=[CH:19][C:18]([F:21])=[CH:17][N:16]=3)[C:13]=2[CH:22]=1, predict the reactants needed to synthesize it. The reactants are: C(OC(=O)[NH:7][C@H:8]([C:10]1[N:14]([C:15]2[CH:20]=[CH:19][C:18]([F:21])=[CH:17][N:16]=2)[C:13]2[CH:22]=[C:23]([F:26])[CH:24]=[CH:25][C:12]=2[N:11]=1)[CH3:9])(C)(C)C. (3) Given the product [CH2:11]([O:1][C:2]1[CH:3]=[C:4]([CH:7]=[CH:8][C:9]=1[I:10])[CH:5]=[O:6])[C:12]1[CH:17]=[CH:16][CH:15]=[CH:14][CH:13]=1, predict the reactants needed to synthesize it. The reactants are: [OH:1][C:2]1[CH:3]=[C:4]([CH:7]=[CH:8][C:9]=1[I:10])[CH:5]=[O:6].[CH2:11](Br)[C:12]1[CH:17]=[CH:16][CH:15]=[CH:14][CH:13]=1.C(=O)([O-])[O-].[K+].[K+]. (4) Given the product [F:38][C:34]1[CH:33]=[C:32]2[C:37](=[CH:36][CH:35]=1)[N:29]([C:27]([C:23]1[N:24]=[CH:25][N:26]=[C:21]([NH:1][C:2]3[CH:3]=[C:4]4[C:17](=[CH:18][CH:19]=3)[CH2:16][C@@:6]3([C:14]5[C:9](=[N:10][CH:11]=[CH:12][CH:13]=5)[NH:8][C:7]3=[O:15])[CH2:5]4)[CH:22]=1)=[O:28])[CH2:30][CH2:31]2, predict the reactants needed to synthesize it. The reactants are: [NH2:1][C:2]1[CH:3]=[C:4]2[C:17](=[CH:18][CH:19]=1)[CH2:16][C@@:6]1([C:14]3[C:9](=[N:10][CH:11]=[CH:12][CH:13]=3)[NH:8][C:7]1=[O:15])[CH2:5]2.Cl[C:21]1[N:26]=[CH:25][N:24]=[C:23]([C:27]([N:29]2[C:37]3[C:32](=[CH:33][C:34]([F:38])=[CH:35][CH:36]=3)[CH2:31][CH2:30]2)=[O:28])[CH:22]=1.Cl.CC(O)C. (5) Given the product [C:1]([C:3]1[CH:9]=[CH:8][C:7]([C:10]2[N:11]=[C:12]3[CH:17]=[CH:16][C:15]([C:18]4[CH:23]=[CH:22][CH:21]=[CH:20][C:19]=4[F:24])=[N:14][N:13]3[CH:25]=2)=[CH:6][C:4]=1[NH:5][C:34](=[O:35])[C:33]([CH3:38])([CH3:37])[CH3:32])#[CH:2], predict the reactants needed to synthesize it. The reactants are: [C:1]([C:3]1[CH:9]=[CH:8][C:7]([C:10]2[N:11]=[C:12]3[CH:17]=[CH:16][C:15]([C:18]4[CH:23]=[CH:22][CH:21]=[CH:20][C:19]=4[F:24])=[N:14][N:13]3[CH:25]=2)=[CH:6][C:4]=1[NH2:5])#[CH:2].N1C=CC=CC=1.[CH3:32][C:33]([CH3:38])([CH3:37])[C:34](Cl)=[O:35]. (6) Given the product [O:10]=[C:9]([C:11]1[CH:16]=[CH:15][CH:14]=[CH:13][CH:12]=1)[CH2:8][CH2:7][C:1]1[CH:2]=[CH:3][C:4]([C:31]([OH:32])=[O:24])=[CH:5][CH:6]=1, predict the reactants needed to synthesize it. The reactants are: [C:1]1([CH:7]=[CH:8][C:9]([C:11]2[CH:16]=[CH:15][CH:14]=[CH:13][CH:12]=2)=[O:10])[CH:6]=[CH:5][CH:4]=[CH:3][CH:2]=1.C1(S(NN)(=O)=[O:24])C=CC=CC=1.CN([CH:31]=[O:32])C. (7) Given the product [CH2:24]([C:10]1[CH:11]=[C:12]([C:13]2[CH:23]=[CH:22][C:16]3[O:17][CH2:18][C:19](=[O:21])[NH:20][C:15]=3[CH:14]=2)[N:8]([C:5]2[CH:6]=[CH:7][C:2]([F:1])=[CH:3][CH:4]=2)[N:9]=1)[CH3:25], predict the reactants needed to synthesize it. The reactants are: [F:1][C:2]1[CH:7]=[CH:6][C:5]([N:8]2[C:12]([C:13]3[CH:23]=[CH:22][C:16]4[O:17][CH2:18][C:19](=[O:21])[NH:20][C:15]=4[CH:14]=3)=[CH:11][C:10]([CH:24](O)[CH3:25])=[N:9]2)=[CH:4][CH:3]=1.C([SiH](CC)CC)C.C(O)(C(F)(F)F)=O. (8) Given the product [CH3:24][C:21]1[O:20][C:19]([CH2:18][NH:17][C:11]2[CH:10]=[CH:9][C:8]3[C:13](=[CH:14][CH:15]=[CH:16][C:7]=3[CH2:6][CH2:5][CH2:4][CH2:3][OH:2])[N:12]=2)=[CH:23][CH:22]=1, predict the reactants needed to synthesize it. The reactants are: C[O:2][C:3](=O)[CH2:4][CH2:5][CH2:6][C:7]1[CH:16]=[CH:15][CH:14]=[C:13]2[C:8]=1[CH:9]=[CH:10][C:11]([NH:17][CH2:18][C:19]1[O:20][C:21]([CH3:24])=[CH:22][CH:23]=1)=[N:12]2.[BH4-].[Li+]. (9) Given the product [NH:6]([C:4](=[O:5])[CH2:3][CH2:22][CH2:84][C:82]([OH:88])=[O:83])[NH2:36], predict the reactants needed to synthesize it. The reactants are: Cl.N[C@@H:3]([CH2:22]CC1C=CC=CC=1)[C:4]([NH:6][C@@H](CC(C)C)C(OCC1C=CC=CC=1)=O)=[O:5].CC(C)C[C@H](NC(=O)[C@@H](NC(=O)CN1CCOCC1)CCC1C=CC=CC=1)C([NH:36][C@@H](CC1C=CC=CC=1)C(N[C@@H](CC(C)C)C([C@@]1(C)CO1)=O)=O)=O.[C:82]([OH:88])([C:84](F)(F)F)=[O:83]. (10) Given the product [I:1][C:2]1[CH:3]=[C:4]2[C:8](=[CH:9][CH:10]=1)[NH:7][C:6](=[O:11])[C:5]2=[N:12][NH:13][C:14]([C:16]1[CH:40]=[CH:39][C:19]([O:20][C@@H:21]([CH2:32][C:33]2[CH:34]=[CH:35][CH:36]=[CH:37][CH:38]=2)[C:22]([OH:24])=[O:23])=[CH:18][CH:17]=1)=[O:15], predict the reactants needed to synthesize it. The reactants are: [I:1][C:2]1[CH:3]=[C:4]2[C:8](=[CH:9][CH:10]=1)[NH:7][C:6](=[O:11])[C:5]2=[N:12][NH:13][C:14]([C:16]1[CH:40]=[CH:39][C:19]([O:20][C@@H:21]([CH2:32][C:33]2[CH:38]=[CH:37][CH:36]=[CH:35][CH:34]=2)[C:22]([O:24]CC2C=CC=CC=2)=[O:23])=[CH:18][CH:17]=1)=[O:15].[OH-].[Na+].